This data is from Catalyst prediction with 721,799 reactions and 888 catalyst types from USPTO. The task is: Predict which catalyst facilitates the given reaction. (1) Reactant: [O:1]1[CH2:6][CH2:5][N:4]([C:7]2[CH:8]=[C:9]([NH:13][C:14]([C:24]3[CH:29]=[CH:28][CH:27]=[CH:26][CH:25]=3)=[C:15]([N+:21]([O-])=O)[C:16]([O:18][CH2:19][CH3:20])=[O:17])[CH:10]=[CH:11][CH:12]=2)[CH2:3][CH2:2]1.[C:30](OC)(OC)(OC)[CH3:31]. Product: [CH3:30][C:31]1[N:13]([C:9]2[CH:10]=[CH:11][CH:12]=[C:7]([N:4]3[CH2:5][CH2:6][O:1][CH2:2][CH2:3]3)[CH:8]=2)[C:14]([C:24]2[CH:29]=[CH:28][CH:27]=[CH:26][CH:25]=2)=[C:15]([C:16]([O:18][CH2:19][CH3:20])=[O:17])[N:21]=1. The catalyst class is: 45. (2) Reactant: [CH3:1][O:2][C:3]1[CH:4]=[C:5]2[C:10](=[CH:11][C:12]=1[O:13][CH3:14])[N:9]=[CH:8][CH:7]=[C:6]2[O:15][C:16]1[CH:22]=[CH:21][C:19]([NH2:20])=[C:18]([CH3:23])[C:17]=1[CH3:24].C1(C)C=CC=CC=1.C(N(CC)CC)C.Cl[C:40](Cl)([O:42][C:43](=[O:49])OC(Cl)(Cl)Cl)Cl.[F:51][C:52]([F:62])([F:61])[C:53]1[CH:60]=[CH:59][C:56](CO)=[CH:55][CH:54]=1. Product: [CH3:1][O:2][C:3]1[CH:4]=[C:5]2[C:10](=[CH:11][C:12]=1[O:13][CH3:14])[N:9]=[CH:8][CH:7]=[C:6]2[O:15][C:16]1[CH:22]=[CH:21][C:19]([NH:20][C:43](=[O:49])[O:42][CH2:40][C:56]2[CH:59]=[CH:60][C:53]([C:52]([F:62])([F:61])[F:51])=[CH:54][CH:55]=2)=[C:18]([CH3:23])[C:17]=1[CH3:24]. The catalyst class is: 2. (3) Reactant: N1C=CC=CC=1.[CH3:7][O:8][C:9](=[O:27])[C@H:10]([CH2:19][C:20]1[CH:25]=[CH:24][C:23]([OH:26])=[CH:22][CH:21]=1)[NH:11][C:12]([O:14][C:15]([CH3:18])([CH3:17])[CH3:16])=[O:13].[S:28](O[S:28]([C:31]([F:34])([F:33])[F:32])(=[O:30])=[O:29])([C:31]([F:34])([F:33])[F:32])(=[O:30])=[O:29]. Product: [CH3:7][O:8][C:9](=[O:27])[C@H:10]([CH2:19][C:20]1[CH:25]=[CH:24][C:23]([O:26][S:28]([C:31]([F:34])([F:33])[F:32])(=[O:30])=[O:29])=[CH:22][CH:21]=1)[NH:11][C:12]([O:14][C:15]([CH3:18])([CH3:16])[CH3:17])=[O:13]. The catalyst class is: 2. (4) Reactant: [C:1]([N:4]1[C:13]2[C:8](=[CH:9][C:10]([N:14]3[CH2:19][CH2:18][N:17](C(OC(C)(C)C)=O)[CH2:16][CH2:15]3)=[CH:11][CH:12]=2)[C@H:7]([NH:27][C:28]2[CH:33]=[CH:32][C:31]([C:34](=[O:37])[NH:35][CH3:36])=[CH:30][CH:29]=2)[C@@H:6]([CH3:38])[C@@H:5]1[CH3:39])(=[O:3])[CH3:2].C(O)(C(F)(F)F)=O. The catalyst class is: 2. Product: [C:1]([N:4]1[C:13]2[C:8](=[CH:9][C:10]([N:14]3[CH2:15][CH2:16][NH:17][CH2:18][CH2:19]3)=[CH:11][CH:12]=2)[C@H:7]([NH:27][C:28]2[CH:33]=[CH:32][C:31]([C:34]([NH:35][CH3:36])=[O:37])=[CH:30][CH:29]=2)[C@@H:6]([CH3:38])[C@@H:5]1[CH3:39])(=[O:3])[CH3:2]. (5) Reactant: N[C:2]1[CH:7]=[CH:6][C:5]([N:8]([C:13]2[C:32]([CH:33]3[CH2:35][CH2:34]3)=[CH:31][C:16]3[C:17]([C:27]([NH:29][CH3:30])=[O:28])=[C:18]([C:20]4[CH:25]=[CH:24][C:23]([Cl:26])=[CH:22][CH:21]=4)[O:19][C:15]=3[CH:14]=2)[S:9]([CH3:12])(=[O:11])=[O:10])=[CH:4][C:3]=1[Cl:36].[BrH:37].N([O-])=O.[Na+]. Product: [Br:37][C:2]1[CH:7]=[CH:6][C:5]([N:8]([C:13]2[C:32]([CH:33]3[CH2:35][CH2:34]3)=[CH:31][C:16]3[C:17]([C:27]([NH:29][CH3:30])=[O:28])=[C:18]([C:20]4[CH:25]=[CH:24][C:23]([Cl:26])=[CH:22][CH:21]=4)[O:19][C:15]=3[CH:14]=2)[S:9]([CH3:12])(=[O:11])=[O:10])=[CH:4][C:3]=1[Cl:36]. The catalyst class is: 47.